This data is from Full USPTO retrosynthesis dataset with 1.9M reactions from patents (1976-2016). The task is: Predict the reactants needed to synthesize the given product. (1) Given the product [F:25][C:20]1[CH:21]=[CH:22][CH:23]=[CH:24][C:19]=1[CH2:18][O:17][C:14]1[CH:15]=[CH:16][N:11]([CH2:10][CH2:9][C:6]2[CH:7]=[CH:8][C:3]([CH2:2][N:27]3[CH2:31][CH2:30][CH2:29][CH2:28]3)=[CH:4][CH:5]=2)[C:12](=[O:26])[CH:13]=1, predict the reactants needed to synthesize it. The reactants are: Br[CH2:2][C:3]1[CH:8]=[CH:7][C:6]([CH2:9][CH2:10][N:11]2[CH:16]=[CH:15][C:14]([O:17][CH2:18][C:19]3[CH:24]=[CH:23][CH:22]=[CH:21][C:20]=3[F:25])=[CH:13][C:12]2=[O:26])=[CH:5][CH:4]=1.[NH:27]1[CH2:31][CH2:30][CH2:29][CH2:28]1. (2) Given the product [CH3:8][N:9]1[CH:13]([C:14]([O:16][CH3:17])=[O:15])[CH2:12][N:11]([C:2]2[CH:3]=[N:4][CH:5]=[CH:6][CH:7]=2)[C:10]1=[O:18], predict the reactants needed to synthesize it. The reactants are: Br[C:2]1[CH:3]=[N:4][CH:5]=[CH:6][CH:7]=1.[CH3:8][N:9]1[CH:13]([C:14]([O:16][CH3:17])=[O:15])[CH2:12][NH:11][C:10]1=[O:18].C(=O)([O-])[O-].[Cs+].[Cs+].CC1(C)C2C(=C(P(C3C=CC=CC=3)C3C=CC=CC=3)C=CC=2)OC2C(P(C3C=CC=CC=3)C3C=CC=CC=3)=CC=CC1=2. (3) The reactants are: [CH2:1](C1NCC2N=CN=C(Cl)C=2C1)[C:2]1C=CC=CC=1.C(C1N=CC(N)=CC=1)(C)(C)C.[C:30]([C:34]1[N:39]=[CH:38][C:37]([NH:40][C:41]2[C:42]3[CH2:50][N:49]([C:51]4[C:56](Cl)=[CH:55][CH:54]=[CH:53]N=4)[CH2:48][CH2:47][C:43]=3[N:44]=[CH:45][N:46]=2)=[CH:36][CH:35]=1)([CH3:33])([CH3:32])[CH3:31]. Given the product [CH2:51]([N:49]1[CH2:48][CH2:47][C:43]2[N:44]=[CH:45][N:46]=[C:41]([NH:40][C:37]3[CH:38]=[N:39][C:34]([C:30]([CH3:33])([CH3:31])[CH3:32])=[CH:35][CH:36]=3)[C:42]=2[CH2:50]1)[C:56]1[CH:55]=[CH:54][CH:53]=[CH:2][CH:1]=1, predict the reactants needed to synthesize it. (4) Given the product [CH:1]1([C:4]([NH:6][C:7]2[C:8]([CH3:43])=[C:9]([CH:40]=[CH:41][CH:42]=2)[O:10][C:11]2[C:12]([C:28]([NH2:30])=[O:29])=[C:13]([NH:19][C:20]3[CH:25]=[CH:24][C:23]([I:26])=[CH:22][C:21]=3[F:27])[N:14]([CH3:18])[C:15](=[O:17])[CH:16]=2)=[O:5])[CH2:3][CH2:2]1, predict the reactants needed to synthesize it. The reactants are: [CH:1]1([C:4]([NH:6][C:7]2[C:8]([CH3:43])=[C:9]([CH:40]=[CH:41][CH:42]=2)[O:10][C:11]2[C:12]([C:28]([NH:30]CC3C=CC(OC)=CC=3)=[O:29])=[C:13]([NH:19][C:20]3[CH:25]=[CH:24][C:23]([I:26])=[CH:22][C:21]=3[F:27])[N:14]([CH3:18])[C:15](=[O:17])[CH:16]=2)=[O:5])[CH2:3][CH2:2]1.[Cl-].[Al+3].[Cl-].[Cl-].O.Cl. (5) Given the product [Br:24][C:19]1[CH:20]=[C:21]2[C:16](=[CH:17][CH:18]=1)[CH:15]=[C:14]([O:13][CH2:12][CH:8]([N:7]1[CH2:6][CH2:29][CH2:28][CH2:27]1)[CH:9]([CH3:10])[CH3:11])[CH:23]=[CH:22]2, predict the reactants needed to synthesize it. The reactants are: C(O[C:6](=O)[NH:7][CH:8]([CH2:12][O:13][C:14]1[CH:23]=[CH:22][C:21]2[C:16](=[CH:17][CH:18]=[C:19]([Br:24])[CH:20]=2)[CH:15]=1)[CH:9]([CH3:11])[CH3:10])(C)(C)C.Br[CH2:27][CH2:28][CH2:29]CBr.C(=O)(O)[O-].[Na+].C(OC(OC(C)(C)C)=O)(OC(C)(C)C)=O. (6) The reactants are: C(OC([N:8]1[CH2:11][CH:10]([N:12]2[C:16]3[CH:17]=[CH:18][C:19]([Cl:21])=[CH:20][C:15]=3[N:14]=[C:13]2[CH2:22]Cl)[CH2:9]1)=O)(C)(C)C.[CH3:24][S:25]([C:28]1[C:36]2[C:31](=[CH:32][N:33]=[CH:34][CH:35]=2)[NH:30][N:29]=1)(=[O:27])=[O:26]. Given the product [NH:8]1[CH2:9][CH:10]([N:12]2[C:16]3[CH:17]=[CH:18][C:19]([Cl:21])=[CH:20][C:15]=3[N:14]=[C:13]2[CH2:22][N:30]2[C:31]3=[CH:32][N:33]=[CH:34][CH:35]=[C:36]3[C:28]([S:25]([CH3:24])(=[O:26])=[O:27])=[N:29]2)[CH2:11]1, predict the reactants needed to synthesize it. (7) The reactants are: [Cl:1][C:2]1[N:3]=[C:4]([O:13][C@@H:14]([C@@H:16]2[CH2:20][C:19](=[O:21])[N:18]([C@@H](C3C=CC(OC)=CC=3)C)[CH2:17]2)[CH3:15])[C:5]2[N:6]([N:8]=[CH:9][C:10]=2[C:11]#[N:12])[CH:7]=1. Given the product [Cl:1][C:2]1[N:3]=[C:4]([O:13][C@@H:14]([C@@H:16]2[CH2:20][C:19](=[O:21])[NH:18][CH2:17]2)[CH3:15])[C:5]2[N:6]([N:8]=[CH:9][C:10]=2[C:11]#[N:12])[CH:7]=1, predict the reactants needed to synthesize it. (8) Given the product [NH2:39][C:30]1[CH:29]=[CH:37][C:36]([Br:38])=[CH:35][C:31]=1[C:32]([NH:17][C:13]1[NH:14][CH2:15][CH2:16][N:12]=1)=[O:33], predict the reactants needed to synthesize it. The reactants are: S(C1C=CC(C)=CC=1)(O)(=O)=O.[NH:12]1[CH2:16][CH2:15][N:14]=[C:13]1[NH2:17].[Na].C(NC(C=C([C:29]1[C:30]([NH2:39])=[C:31]([CH:35]=[C:36]([Br:38])[CH:37]=1)[C:32]([O-])=[O:33])C)=O)(C)(C)C. (9) Given the product [F:18][C:13]1[CH:14]=[CH:15][CH:16]=[C:17]2[C:12]=1[C:11]([NH2:19])=[N:10][C:9]2([C:4]1[CH:5]=[CH:6][C:7]([F:8])=[C:2]([C:32]2[CH:33]=[N:28][CH:29]=[N:30][CH:31]=2)[CH:3]=1)[C:20]1[CH:25]=[CH:24][N:23]=[C:22]([O:26][CH3:27])[CH:21]=1, predict the reactants needed to synthesize it. The reactants are: Br[C:2]1[CH:3]=[C:4]([C:9]2([C:20]3[CH:25]=[CH:24][N:23]=[C:22]([O:26][CH3:27])[CH:21]=3)[C:17]3[C:12](=[C:13]([F:18])[CH:14]=[CH:15][CH:16]=3)[C:11]([NH2:19])=[N:10]2)[CH:5]=[CH:6][C:7]=1[F:8].[N:28]1[CH:33]=[C:32](B(O)O)[CH:31]=[N:30][CH:29]=1.C(=O)([O-])[O-].[K+].[K+]. (10) Given the product [O:23]=[C:14]1[N:13]([CH2:24][CH2:25][CH3:26])[C:12]2[N:11]=[C:10]([C:5]34[CH2:8][CH2:9][C:2]([O:1][S:40]([C:37]5[CH:38]=[CH:39][C:34]([CH3:44])=[CH:35][CH:36]=5)(=[O:42])=[O:41])([CH2:7][CH2:6]3)[CH2:3][CH2:4]4)[NH:18][C:17]=2[C:16](=[O:19])[N:15]1[CH2:20][CH2:21][CH3:22], predict the reactants needed to synthesize it. The reactants are: [OH:1][C:2]12[CH2:9][CH2:8][C:5]([C:10]3[NH:18][C:17]4[C:16](=[O:19])[N:15]([CH2:20][CH2:21][CH3:22])[C:14](=[O:23])[N:13]([CH2:24][CH2:25][CH3:26])[C:12]=4[N:11]=3)([CH2:6][CH2:7]1)[CH2:4][CH2:3]2.CCN(CC)CC.[C:34]1([CH3:44])[CH:39]=[CH:38][C:37]([S:40](Cl)(=[O:42])=[O:41])=[CH:36][CH:35]=1.